Dataset: hERG potassium channel inhibition data for cardiac toxicity prediction from Karim et al.. Task: Regression/Classification. Given a drug SMILES string, predict its toxicity properties. Task type varies by dataset: regression for continuous values (e.g., LD50, hERG inhibition percentage) or binary classification for toxic/non-toxic outcomes (e.g., AMES mutagenicity, cardiotoxicity, hepatotoxicity). Dataset: herg_karim. (1) The result is 1 (blocker). The compound is Cc1coc([C@@H]2C[C@H]3CSC(N)=N[C@@]3(c3ccc(F)cc3F)CO2)n1. (2) The molecule is CN1C[C@H]2[C@@H](C1)[C@@H]2CN(Cc1ccc(F)c(Cl)c1)C(=O)c1cn(C)cn1. The result is 1 (blocker).